This data is from Peptide-MHC class II binding affinity with 134,281 pairs from IEDB. The task is: Regression. Given a peptide amino acid sequence and an MHC pseudo amino acid sequence, predict their binding affinity value. This is MHC class II binding data. The peptide sequence is MEADVILPIGTRSVE. The MHC is HLA-DQA10201-DQB10402 with pseudo-sequence HLA-DQA10201-DQB10402. The binding affinity (normalized) is 0.485.